This data is from Reaction yield outcomes from USPTO patents with 853,638 reactions. The task is: Predict the reaction yield, written as a fraction of the theoretical maximum amount of product (1.0 means a 100% yield; for example, 0.34 means a 34% yield). (1) The reactants are [BH-](OC(C)=O)(OC(C)=O)OC(C)=O.[Na+].[NH:15]1[CH2:19][CH2:18][CH2:17][CH2:16]1.[OH:20][C:21]1[CH:28]=[CH:27][C:24]([CH:25]=O)=[CH:23][CH:22]=1.[OH-].[Na+]. The catalyst is C(Cl)Cl.O. The product is [N:15]1([CH2:25][C:24]2[CH:27]=[CH:28][C:21]([OH:20])=[CH:22][CH:23]=2)[CH2:19][CH2:18][CH2:17][CH2:16]1. The yield is 0.570. (2) The reactants are [Cl:1][C:2]1[C:3]([N:8]2[CH2:13][CH2:12][N:11]([CH2:14][C:15]3[CH:16]=[N:17][N:18]([CH3:21])[C:19]=3[CH3:20])[CH2:10][CH2:9]2)=[N:4][CH:5]=[CH:6][N:7]=1.C(=O)([O-])[O-].[K+].[K+].[F:28][C:29]1[CH:34]=[CH:33][C:32]([F:35])=[CH:31][C:30]=1B(O)O.Cl. The catalyst is CN(C)C(=O)C.C(#N)C.C1C=CC([P]([Pd]([P](C2C=CC=CC=2)(C2C=CC=CC=2)C2C=CC=CC=2)([P](C2C=CC=CC=2)(C2C=CC=CC=2)C2C=CC=CC=2)[P](C2C=CC=CC=2)(C2C=CC=CC=2)C2C=CC=CC=2)(C2C=CC=CC=2)C2C=CC=CC=2)=CC=1.O. The product is [ClH:1].[F:28][C:29]1[CH:34]=[CH:33][C:32]([F:35])=[CH:31][C:30]=1[C:2]1[C:3]([N:8]2[CH2:13][CH2:12][N:11]([CH2:14][C:15]3[CH:16]=[N:17][N:18]([CH3:21])[C:19]=3[CH3:20])[CH2:10][CH2:9]2)=[N:4][CH:5]=[CH:6][N:7]=1. The yield is 0.120. (3) The reactants are [Cl:1][C:2]1[CH:3]=[C:4]2[C:9](=[CH:10][CH:11]=1)[N:8]=[C:7]([NH:12][C:13](=[O:17])OCC)[C:6]([O:18][CH3:19])=[N:5]2.[F:20][C:21]1[CH:26]=[CH:25][C:24]([N:27]2[CH2:32][CH2:31][NH:30][CH2:29][CH2:28]2)=[CH:23][CH:22]=1. No catalyst specified. The product is [Cl:1][C:2]1[CH:3]=[C:4]2[C:9](=[CH:10][CH:11]=1)[N:8]=[C:7]([NH:12][C:13]([N:30]1[CH2:29][CH2:28][N:27]([C:24]3[CH:23]=[CH:22][C:21]([F:20])=[CH:26][CH:25]=3)[CH2:32][CH2:31]1)=[O:17])[C:6]([O:18][CH3:19])=[N:5]2. The yield is 0.880. (4) The reactants are [F:1][C:2]1[CH:3]=[N:4][C:5]2[CH:6]=[CH:7][C:8](=[O:30])[N:9]3[CH2:13][C:12]([CH2:15][N:16]4[CH2:21][CH2:20][CH:19]([NH:22][C:23](=[O:29])[O:24][C:25]([CH3:28])([CH3:27])[CH3:26])[CH2:18][CH2:17]4)(O)[C:11]=1[C:10]=23.C(N(S(F)(F)[F:37])CC)C.C(=O)(O)[O-].[Na+]. The catalyst is ClCCl. The product is [F:1][C:2]1[CH:3]=[N:4][C:5]2[CH:6]=[CH:7][C:8](=[O:30])[N:9]3[CH2:13][C:12]([CH2:15][N:16]4[CH2:21][CH2:20][CH:19]([NH:22][C:23](=[O:29])[O:24][C:25]([CH3:28])([CH3:27])[CH3:26])[CH2:18][CH2:17]4)([F:37])[C:11]=1[C:10]=23. The yield is 0.330. (5) The reactants are Cl.[O:2]=[C:3]1[NH:12][C:11]2[N:10]=[CH:9][C:8](/[CH:13]=[CH:14]/[C:15]([OH:17])=O)=[CH:7][C:6]=2[CH2:5][CH2:4]1.[CH3:18][CH2:19][CH2:20][CH:21]1[CH2:26][CH2:25][NH:24][CH2:23][CH2:22]1.CCN(C(C)C)C(C)C.CCN=C=NCCCN(C)C. The catalyst is CN(C=O)C. The product is [O:17]=[C:15]([N:24]1[CH2:25][CH2:26][CH:21]([CH2:20][CH2:19][CH3:18])[CH2:22][CH2:23]1)/[CH:14]=[CH:13]/[C:8]1[CH:7]=[C:6]2[C:11](=[N:10][CH:9]=1)[NH:12][C:3](=[O:2])[CH2:4][CH2:5]2. The yield is 0.380. (6) The reactants are Cl[C:2]1[C:7]([C:8]#[N:9])=[C:6]([C:10]2[CH:11]=[N:12][CH:13]=[C:14]([O:16][CH3:17])[CH:15]=2)[N:5]=[CH:4][N:3]=1.[SH:18][CH2:19][C:20]([NH2:22])=[O:21].C(=O)([O-])[O-].[Na+].[Na+].C[O-].[Na+]. The catalyst is C(O)C.O. The product is [NH2:9][C:8]1[C:7]2[C:6]([C:10]3[CH:11]=[N:12][CH:13]=[C:14]([O:16][CH3:17])[CH:15]=3)=[N:5][CH:4]=[N:3][C:2]=2[S:18][C:19]=1[C:20]([NH2:22])=[O:21]. The yield is 0.0650.